Binary Classification. Given a miRNA mature sequence and a target amino acid sequence, predict their likelihood of interaction. From a dataset of Experimentally validated miRNA-target interactions with 360,000+ pairs, plus equal number of negative samples. (1) The miRNA is hsa-miR-655-3p with sequence AUAAUACAUGGUUAACCUCUUU. The protein sequence of the target gene is MGPGPPAAGAAPSPRPLSLVARLSYAVGHFLNDLCASMWFTYLLLYLHSVRAYSSRGAGLLLLLGQVADGLCTPLVGYEADRAASCCARYGPRKAWHLVGTVCVLLSFPFIFSPCLGCGAATPEWAALLYYGPFIVIFQFGWASTQISHLSLIPELVTNDHEKVELTALRYAFTVVANITVYGAAWLLLHLQGSSRVEPTQDISISDQLGGQDVPVFRNLSLLVVGVGAVFSLLFHLGTRERRRPHAEEPGEHTPLLAPATAQPLLLWKHWLREPAFYQVGILYMTTRLIVNLSQTYMAM.... Result: 0 (no interaction). (2) The miRNA is hsa-miR-122-3p with sequence AACGCCAUUAUCACACUAAAUA. The protein sequence of the target gene is MNYVGQLAETVFGTVKELYRGLNPATLSGGIDVLVVKQVDGSFRCSPFHVRFGKLGVLRSREKVVDIELNGEPVDLHMKLGDSGEAFFVQELESDDEHVPPGLCTSPIPWGGLSGFPSDSQLGTASEPEGLVMAGTASTGRRKRRRRRKPKQKEDAVATDSSPEELEAGAESELSLPEKLRPEPPGVQLEEKSSLQPKDIYPYSDGEWPPQASLSAGELTSPKSDSELEVRTPEPSPLRAESHMQWAWGRLPKVARAERPESSVVLEGRAGATSPPRGGPSTPSTSVAGGVDPLGLPIQQ.... Result: 0 (no interaction). (3) The miRNA is hsa-miR-4303 with sequence UUCUGAGCUGAGGACAG. The protein sequence of the target gene is MAEGEELLPLSTSGGDSWEKDLEEALEAGGCDLETLRNIIQGRPLPAELRAKVWKIALNVAGKGDSLASWDGILDLPEQNTIHKDCLEFIEQLSVPEEKAAELLLDIESVITFYCKSRSVKYSTSLSWIHLLKPLICLQLPRSDLYNCFYAVMNKYIPRDCSLKGRPFHLFRLLIQYHEPELCSFLDTKKITPDSYALNWLGSLFAHYCSTEVTQAIWDGYLQQADPFFIYFLMLIILVNTKEVILAQESDSKEEVIRFLESTPASLNLEDIEDLFSLAQYYCSKTPASFRKDNHHLFGS.... Result: 0 (no interaction). (4) The miRNA is hsa-miR-29a-5p with sequence ACUGAUUUCUUUUGGUGUUCAG. The protein sequence of the target gene is MNNNTTCIQPSMISSMALPIIYILLCIVGVFGNTLSQWIFLTKIGKKTSTHIYLSHLVTANLLVCSAMPFMSIYFLKGFQWEYQSAQCRVVNFLGTLSMHASMFVSLLILSWIAISRYATLMQKDSSQETTSCYEKIFYGHLLKKFRQPNFARKLCIYIWGVVLGIIIPVTVYYSVIEATEGEESLCYNRQMELGAMISQIAGLIGTTFIGFSFLVVLTSYYSFVSHLRKIRTCTSIMEKDLTYSSVKRHLLVIQILLIVCFLPYSIFKPIFYVLHQRDNCQQLNYLIETKNILTCLASA.... Result: 1 (interaction). (5) The miRNA is mmu-miR-5125 with sequence UCUGCCUGGGAUUUCCUUGU. The protein sequence of the target gene is MNTILPCQDQYFVGGQSYNCPYSTTTSESSVDVSTETWVSFWAAGLLDNRELQQAPQAQESFSDSNFPLPDLCSWEEAQLSSQLYRNKQLQDTLVQKEEELARLHEENNHLRQYLNSALVKCLEEKAKKLLSSDEFSKAYGKFRKGKRKSKEQRYSPAEIPHPKNAKRNLSSEFANCEEQAGPPVDPWVLQTLGLKDLDTIDDTSSANYSALASHPRRVASTFSQFPDDAVDYKNIPREDMPIDYRGDRTTPLHSTATHGEDFHILSQLSNPPVGLKTLPYYTAHVSPNKTEMAFSTSLS.... Result: 0 (no interaction). (6) The miRNA is hsa-miR-577 with sequence UAGAUAAAAUAUUGGUACCUG. The protein sequence of the target gene is MAAEDVVATGADPSDLESGGLLHEIFTSPLNLLLLGLCIFLLYKIVRGDQPAASGDSDDDEPPPLPRLKRRDFTPAELRRFDGVQDPRILMAINGKVFDVTKGRKFYGPEGPYGVFAGRDASRGLATFCLDKEALKDEYDDLSDLTAAQQETLSDWESQFTFKYHHVGKLLKEGEEPTVYSDEEEPKDESARKND. Result: 1 (interaction). (7) The miRNA is hsa-let-7c-3p with sequence CUGUACAACCUUCUAGCUUUCC. The protein sequence of the target gene is MAAAEEGCGVGVEDDRELEELLESALDDFDKAKPSPEHAPTISAPDASGPQKRAPGDTAKDALFASQEKFFQELFDSELASQATAEFEKAMKELAEEEPHLVEQFQKLSEAAGRVGSDASSQQEFTSCLKETLSGLAKNATELQNSGMSEEELMKAMEGLGMDEGDGEASILPIMQSIMQNLLSKDVLYPSLKEITEKYPEWLQSHQDSTPPEQFEKYQQQHSVMVKICEQFEAETPTDSEATQRARFEAMLDLMQQLQALGHPPKELAGEMPPGLNFDLDALNLSGPPGANGEQCLIM. Result: 0 (no interaction). (8) The miRNA is cfa-miR-539 with sequence GGAGAAAUUAUCCUUGGUGUGU. The protein sequence of the target gene is MNWTAATCWALLLAAAFLCDSCSAKGGRGGARGSARGVRGGARGASRVRVRPAPRYGSSLRVAAAGAAAGAAAGVAAGLATGSGWRRTSGPGELGLEDDENGAMGGNGTDRGVYSYWAWTSGSGSVHSPRICLLLGGTLGALELLRP. Result: 0 (no interaction). (9) The miRNA is hsa-miR-200b-3p with sequence UAAUACUGCCUGGUAAUGAUGA. The protein sequence of the target gene is MMEKNTSEGPACSPEETASESAKVPTAEPPGEVAVSESTREEQVPKPQAPAPQAPTASTATKPAPPSEDVPSAPLLLTLDDVSSSSVTVSWEPPERLGRLGLQGYVLELCREGASEWVPVSARPMMVTQQTVRNLALGDKFLLRVSAVSSAGAGPPAMLDQPIHIRENIEAPKIRVPRHLRQTYIRQVGETVNLQIPFQGKPKPQATWTHNGHALDSQRVSMRTGDQDSILFIRSAQRSDSGRYELTVRVEDLEAKAVIDILVIEKPGPPSSIRLLDVWGCNAALQWTPPQDTGNTELLG.... Result: 0 (no interaction).